From a dataset of NCI-60 drug combinations with 297,098 pairs across 59 cell lines. Regression. Given two drug SMILES strings and cell line genomic features, predict the synergy score measuring deviation from expected non-interaction effect. (1) Drug 1: CC(C)(C#N)C1=CC(=CC(=C1)CN2C=NC=N2)C(C)(C)C#N. Drug 2: N.N.Cl[Pt+2]Cl. Cell line: LOX IMVI. Synergy scores: CSS=29.1, Synergy_ZIP=2.29, Synergy_Bliss=2.87, Synergy_Loewe=-0.587, Synergy_HSA=-0.0478. (2) Drug 1: C1CC(C1)(C(=O)O)C(=O)O.[NH2-].[NH2-].[Pt+2]. Drug 2: C1=CN(C=N1)CC(O)(P(=O)(O)O)P(=O)(O)O. Cell line: SK-MEL-2. Synergy scores: CSS=8.62, Synergy_ZIP=-2.07, Synergy_Bliss=-3.74, Synergy_Loewe=-7.37, Synergy_HSA=-7.65. (3) Drug 2: N.N.Cl[Pt+2]Cl. Synergy scores: CSS=2.46, Synergy_ZIP=1.16, Synergy_Bliss=0.672, Synergy_Loewe=-2.50, Synergy_HSA=-1.35. Drug 1: CS(=O)(=O)C1=CC(=C(C=C1)C(=O)NC2=CC(=C(C=C2)Cl)C3=CC=CC=N3)Cl. Cell line: ACHN. (4) Drug 1: CS(=O)(=O)C1=CC(=C(C=C1)C(=O)NC2=CC(=C(C=C2)Cl)C3=CC=CC=N3)Cl. Drug 2: CC(C)NC(=O)C1=CC=C(C=C1)CNNC.Cl. Cell line: 786-0. Synergy scores: CSS=-0.792, Synergy_ZIP=-3.06, Synergy_Bliss=-3.90, Synergy_Loewe=-9.63, Synergy_HSA=-4.96. (5) Drug 1: C1CCC(CC1)NC(=O)N(CCCl)N=O. Drug 2: C1=C(C(=O)NC(=O)N1)N(CCCl)CCCl. Cell line: SNB-75. Synergy scores: CSS=36.4, Synergy_ZIP=-0.609, Synergy_Bliss=5.33, Synergy_Loewe=5.54, Synergy_HSA=7.53. (6) Drug 1: CCC1(CC2CC(C3=C(CCN(C2)C1)C4=CC=CC=C4N3)(C5=C(C=C6C(=C5)C78CCN9C7C(C=CC9)(C(C(C8N6C=O)(C(=O)OC)O)OC(=O)C)CC)OC)C(=O)OC)O.OS(=O)(=O)O. Drug 2: CCC(=C(C1=CC=CC=C1)C2=CC=C(C=C2)OCCN(C)C)C3=CC=CC=C3.C(C(=O)O)C(CC(=O)O)(C(=O)O)O. Cell line: M14. Synergy scores: CSS=36.7, Synergy_ZIP=9.47, Synergy_Bliss=7.23, Synergy_Loewe=-27.2, Synergy_HSA=2.50.